From a dataset of Catalyst prediction with 721,799 reactions and 888 catalyst types from USPTO. Predict which catalyst facilitates the given reaction. (1) Reactant: [OH:1][CH2:2][C:3]1[CH:30]=[CH:29][C:6]([O:7][CH2:8][CH2:9][N:10]2[CH2:28][CH2:27][C:13]3([O:18][CH2:17][CH2:16][N:15]([C:19]([C:21]4[N:22]=[C:23]([CH3:26])[S:24][CH:25]=4)=[O:20])[CH2:14]3)[CH2:12][CH2:11]2)=[CH:5][CH:4]=1. Product: [CH3:26][C:23]1[S:24][CH:25]=[C:21]([C:19]([N:15]2[CH2:14][C:13]3([CH2:27][CH2:28][N:10]([CH2:9][CH2:8][O:7][C:6]4[CH:5]=[CH:4][C:3]([CH:2]=[O:1])=[CH:30][CH:29]=4)[CH2:11][CH2:12]3)[O:18][CH2:17][CH2:16]2)=[O:20])[N:22]=1. The catalyst class is: 485. (2) Reactant: Br.[OH:2][C:3]1[CH:8]=[CH:7][C:6]([C@@H:9]([NH2:11])[CH3:10])=[CH:5][CH:4]=1.[C:12]([O-])([OH:14])=[O:13].[Na+].Cl[C:18](OCC1C=CC=CC=1)=O. Product: [CH2:9]([NH:11][C:12](=[O:13])[OH:14])[C:6]1[CH:7]=[CH:8][CH:3]=[CH:4][CH:5]=1.[CH3:18][O:2][C:3]1[CH:8]=[CH:7][C:6]([C@@H:9]([NH2:11])[CH3:10])=[CH:5][CH:4]=1. The catalyst class is: 1. (3) Reactant: [F:1][C:2]1[C:3]([CH2:24][N:25](C)[C:26](=O)OC(C)(C)C)=[CH:4][N:5]([S:14]([C:17]2[CH:22]=[CH:21][CH:20]=[C:19]([CH3:23])[N:18]=2)(=[O:16])=[O:15])[C:6]=1[C:7]1[C:8]([F:13])=[N:9][CH:10]=[CH:11][CH:12]=1.C(OCC)(=O)C.[ClH:40]. Product: [ClH:40].[F:1][C:2]1[C:3]([CH2:24][NH:25][CH3:26])=[CH:4][N:5]([S:14]([C:17]2[CH:22]=[CH:21][CH:20]=[C:19]([CH3:23])[N:18]=2)(=[O:16])=[O:15])[C:6]=1[C:7]1[C:8]([F:13])=[N:9][CH:10]=[CH:11][CH:12]=1. The catalyst class is: 41. (4) Reactant: [S:1]1[CH:5]=[CH:4][CH:3]=[C:2]1[C:6]1[CH:11]=[CH:10][N:9]=[C:8]2[N:12]([C@@H:15]3[O:21][C@H:20]([CH2:22][OH:23])[C@@H:18]([OH:19])[C@H:16]3[OH:17])[CH:13]=[N:14][C:7]=12.[CH3:24][O:25][C:26]1[CH:47]=[CH:46][C:29]([C:30](Cl)([C:39]2[CH:44]=[CH:43][CH:42]=[CH:41][CH:40]=2)[C:31]2[CH:36]=[CH:35][C:34]([O:37][CH3:38])=[CH:33][CH:32]=2)=[CH:28][CH:27]=1.C([O-])(O)=O.[Na+]. Product: [S:1]1[CH:5]=[CH:4][CH:3]=[C:2]1[C:6]1[CH:11]=[CH:10][N:9]=[C:8]2[N:12]([C@@H:15]3[O:21][C@H:20]([CH2:22][O:23][C:30]([C:39]4[CH:44]=[CH:43][CH:42]=[CH:41][CH:40]=4)([C:31]4[CH:36]=[CH:35][C:34]([O:37][CH3:38])=[CH:33][CH:32]=4)[C:29]4[CH:28]=[CH:27][C:26]([O:25][CH3:24])=[CH:47][CH:46]=4)[C@@H:18]([OH:19])[C@H:16]3[OH:17])[CH:13]=[N:14][C:7]=12. The catalyst class is: 17. (5) Reactant: C1C=CC(P(C2C=CC=CC=2)C2C=CC=CC=2)=CC=1.O[CH:21]([C:25]1[CH:34]=[CH:33][C:28]([C:29]([O:31][CH3:32])=[O:30])=[CH:27][CH:26]=1)[CH2:22][CH2:23][CH3:24].C(Br)(Br)(Br)[Br:36]. Product: [Br:36][CH:21]([C:25]1[CH:34]=[CH:33][C:28]([C:29]([O:31][CH3:32])=[O:30])=[CH:27][CH:26]=1)[CH2:22][CH2:23][CH3:24]. The catalyst class is: 2. (6) Reactant: [OH:1][C:2]1([C:15]([N:17]2[CH2:24][CH2:23][CH2:22][C@H:18]2[C:19](O)=[O:20])=[O:16])[C:14]2[CH:13]=[CH:12][CH:11]=[CH:10][C:9]=2[C:8]2[C:3]1=[CH:4][CH:5]=[CH:6][CH:7]=2.[N:25]1[N:26]=[CH:27][N:28]([C:30]2[CH:35]=[CH:34][CH:33]=[CH:32][C:31]=2[CH2:36][NH2:37])[CH:29]=1.CN([P+](ON1N=NC2C=CC=CC1=2)(N(C)C)N(C)C)C.F[P-](F)(F)(F)(F)F.CN1CCOCC1. Product: [OH:1][C:2]1([C:15]([N:17]2[CH2:24][CH2:23][CH2:22][C@H:18]2[C:19]([NH:37][CH2:36][C:31]2[CH:32]=[CH:33][CH:34]=[CH:35][C:30]=2[N:28]2[CH:29]=[N:25][N:26]=[CH:27]2)=[O:20])=[O:16])[C:14]2[CH:13]=[CH:12][CH:11]=[CH:10][C:9]=2[C:8]2[C:3]1=[CH:4][CH:5]=[CH:6][CH:7]=2. The catalyst class is: 3. (7) Reactant: [F:1][C:2]([F:9])([CH3:8])/[CH:3]=[CH:4]/[C:5]([OH:7])=O.C(Cl)(=O)C(Cl)=O.Cl.[CH3:17][C:18]1[N:19]=[C:20]([NH:23][CH2:24][CH2:25][NH2:26])[S:21][CH:22]=1.C(N(C(C)C)CC)(C)C. Product: [F:9][C:2]([F:1])([CH3:8])/[CH:3]=[CH:4]/[C:5]([NH:26][CH2:25][CH2:24][NH:23][C:20]1[S:21][CH:22]=[C:18]([CH3:17])[N:19]=1)=[O:7]. The catalyst class is: 2.